This data is from Forward reaction prediction with 1.9M reactions from USPTO patents (1976-2016). The task is: Predict the product of the given reaction. Given the reactants [CH2:1]([N:3]([CH2:11][C:12]1[CH:13]=[N:14][CH:15]=[C:16]([C:19]2[CH:24]=[CH:23][C:22]([F:25])=[C:21]([C:26]([C:28]3[N:29]([CH2:34][O:35][CH2:36][CH2:37][Si:38]([CH3:41])([CH3:40])[CH3:39])[CH:30]=[C:31]([CH3:33])[N:32]=3)=[O:27])[CH:20]=2)[C:17]=1[CH3:18])[C:4](=[O:10])[O:5][C:6]([CH3:9])([CH3:8])[CH3:7])C.FC1C=CC(I)=CC=1C(C1N(COCC[Si](C)(C)C)C=C(C)N=1)=O.C(OC(=O)N(CC1C=NC=C(Br)C=1C)C)(C)(C)C, predict the reaction product. The product is: [F:25][C:22]1[CH:23]=[CH:24][C:19]([C:16]2[C:17]([CH3:18])=[C:12]([CH2:11][N:3]([CH3:1])[C:4](=[O:10])[O:5][C:6]([CH3:8])([CH3:7])[CH3:9])[CH:13]=[N:14][CH:15]=2)=[CH:20][C:21]=1[C:26]([C:28]1[N:29]([CH2:34][O:35][CH2:36][CH2:37][Si:38]([CH3:41])([CH3:40])[CH3:39])[CH:30]=[C:31]([CH3:33])[N:32]=1)=[O:27].